This data is from NCI-60 drug combinations with 297,098 pairs across 59 cell lines. The task is: Regression. Given two drug SMILES strings and cell line genomic features, predict the synergy score measuring deviation from expected non-interaction effect. (1) Drug 1: CC1=C(C(CCC1)(C)C)C=CC(=CC=CC(=CC(=O)O)C)C. Drug 2: C1=NC2=C(N=C(N=C2N1C3C(C(C(O3)CO)O)F)Cl)N. Cell line: KM12. Synergy scores: CSS=2.37, Synergy_ZIP=1.17, Synergy_Bliss=4.05, Synergy_Loewe=-8.93, Synergy_HSA=-0.431. (2) Drug 1: CN1C(=O)N2C=NC(=C2N=N1)C(=O)N. Drug 2: COC1=NC(=NC2=C1N=CN2C3C(C(C(O3)CO)O)O)N. Cell line: A498. Synergy scores: CSS=-4.62, Synergy_ZIP=1.74, Synergy_Bliss=0.0929, Synergy_Loewe=-4.11, Synergy_HSA=-3.73. (3) Drug 1: CNC(=O)C1=CC=CC=C1SC2=CC3=C(C=C2)C(=NN3)C=CC4=CC=CC=N4. Drug 2: C1=NC2=C(N=C(N=C2N1C3C(C(C(O3)CO)O)O)F)N. Cell line: TK-10. Synergy scores: CSS=-1.10, Synergy_ZIP=-2.65, Synergy_Bliss=-6.65, Synergy_Loewe=-7.24, Synergy_HSA=-7.31. (4) Drug 1: C1CC(CNC1)C2=CC=C(C=C2)N3C=C4C=CC=C(C4=N3)C(=O)N. Drug 2: C1CC(C1)(C2=CC=C(C=C2)C3=C(C=C4C(=N3)C=CN5C4=NNC5=O)C6=CC=CC=C6)N. Cell line: SW-620. Synergy scores: CSS=46.4, Synergy_ZIP=7.68, Synergy_Bliss=7.95, Synergy_Loewe=12.0, Synergy_HSA=12.7. (5) Drug 1: CC12CCC(CC1=CCC3C2CCC4(C3CC=C4C5=CN=CC=C5)C)O. Drug 2: C1CN(CCN1C(=O)CCBr)C(=O)CCBr. Cell line: DU-145. Synergy scores: CSS=9.70, Synergy_ZIP=-5.28, Synergy_Bliss=-1.42, Synergy_Loewe=-7.34, Synergy_HSA=-2.55. (6) Drug 1: C1=CC(=C2C(=C1NCCNCCO)C(=O)C3=C(C=CC(=C3C2=O)O)O)NCCNCCO. Drug 2: CCC1(CC2CC(C3=C(CCN(C2)C1)C4=CC=CC=C4N3)(C5=C(C=C6C(=C5)C78CCN9C7C(C=CC9)(C(C(C8N6C=O)(C(=O)OC)O)OC(=O)C)CC)OC)C(=O)OC)O.OS(=O)(=O)O. Cell line: A549. Synergy scores: CSS=45.0, Synergy_ZIP=9.46, Synergy_Bliss=9.58, Synergy_Loewe=3.57, Synergy_HSA=8.47.